From a dataset of Full USPTO retrosynthesis dataset with 1.9M reactions from patents (1976-2016). Predict the reactants needed to synthesize the given product. (1) The reactants are: Cl.[CH:2]1([NH2:6])[CH2:5][CH2:4][CH2:3]1.[Br:7][C:8]1[CH:9]=[C:10]([S:15](Cl)(=[O:17])=[O:16])[C:11]([Cl:14])=[N:12][CH:13]=1. Given the product [Br:7][C:8]1[CH:9]=[C:10]([S:15]([NH:6][CH:2]2[CH2:5][CH2:4][CH2:3]2)(=[O:17])=[O:16])[C:11]([Cl:14])=[N:12][CH:13]=1, predict the reactants needed to synthesize it. (2) Given the product [CH2:9]([C@H:10]([NH:14][C:15](=[O:24])[C:2]1[CH:3]=[CH:4][C:5]([O:49][CH2:47][C:46]2[CH:45]=[CH:44][CH:52]=[CH:51][CH:50]=2)=[CH:6][CH:7]=1)[C@H:11]([OH:12])[CH2:13][NH:37][CH2:34][C:35]1[CH:30]=[CH:29][CH:28]=[C:27]([O:26][CH3:25])[CH:36]=1)[C:4]1[CH:3]=[CH:2][CH:7]=[CH:6][CH:5]=1, predict the reactants needed to synthesize it. The reactants are: F[C:2]1[CH:3]=[C:4]([CH2:9][C@H:10]([NH:14][C:15](=[O:24])OCC2C=CC=CC=2)[C@H:11]2[CH2:13][O:12]2)[CH:5]=[C:6](F)[CH:7]=1.[CH3:25][O:26][C:27]1[CH:36]=[C:35]2[C:30](CCC[CH:34]2[NH2:37])=[CH:29][CH:28]=1.C(N(CCC)C([C:44]1[CH:45]=[C:46]([CH:50]=[C:51](CC)[CH:52]=1)[C:47]([OH:49])=O)=O)CC.